This data is from Reaction yield outcomes from USPTO patents with 853,638 reactions. The task is: Predict the reaction yield, written as a fraction of the theoretical maximum amount of product (1.0 means a 100% yield; for example, 0.34 means a 34% yield). (1) The reactants are [H-].[Na+].[F:3][C:4]([F:21])([F:20])[C@H:5]1[CH2:10][CH2:9][C@H:8]([C:11]([N:13]2[CH2:17][CH2:16][CH2:15][C@@H:14]2[CH2:18][OH:19])=[O:12])[CH2:7][CH2:6]1.Br[C:23]1[CH:24]=[N:25][CH:26]=[C:27]([C:29]([F:32])([F:31])[F:30])[CH:28]=1.O. The catalyst is CS(C)=O. The product is [F:30][C:29]([F:32])([F:31])[C:27]1[CH:26]=[N:25][CH:24]=[C:23]([O:19][CH2:18][C@H:14]2[CH2:15][CH2:16][CH2:17][N:13]2[C:11]([C@H:8]2[CH2:7][CH2:6][C@H:5]([C:4]([F:3])([F:20])[F:21])[CH2:10][CH2:9]2)=[O:12])[CH:28]=1. The yield is 0.430. (2) The reactants are C([Li])CCC.C1C[O:9][CH2:8]C1.CC1CCCN(C)C1(C)C.[F:21][C:22]1[CH:34]=[C:33]([F:35])[CH:32]=[CH:31][C:23]=1[C:24]([O:26][C:27]([CH3:30])([CH3:29])[CH3:28])=[O:25].CN(C=O)C. The catalyst is C1COCC1.O.C(O)(=O)C. The product is [F:21][C:22]1[C:34]([CH:8]=[O:9])=[C:33]([F:35])[CH:32]=[CH:31][C:23]=1[C:24]([O:26][C:27]([CH3:30])([CH3:29])[CH3:28])=[O:25]. The yield is 1.00.